Dataset: Full USPTO retrosynthesis dataset with 1.9M reactions from patents (1976-2016). Task: Predict the reactants needed to synthesize the given product. Given the product [Cl:1][C:2]1[CH:3]=[C:4]([C:12]2([C:31]([F:33])([F:32])[F:34])[O:16][N:15]=[C:14]([C:17]3[CH:29]=[CH:28][C:20]([C:21]([OH:23])=[O:22])=[C:19]([CH3:30])[CH:18]=3)[CH2:13]2)[CH:5]=[C:6]([C:8]([F:9])([F:10])[F:11])[CH:7]=1, predict the reactants needed to synthesize it. The reactants are: [Cl:1][C:2]1[CH:3]=[C:4]([C:12]2([C:31]([F:34])([F:33])[F:32])[O:16][N:15]=[C:14]([C:17]3[CH:29]=[CH:28][C:20]([C:21]([O:23]C(C)(C)C)=[O:22])=[C:19]([CH3:30])[CH:18]=3)[CH2:13]2)[CH:5]=[C:6]([C:8]([F:11])([F:10])[F:9])[CH:7]=1.FC(F)(F)C(O)=O.